This data is from Orexin1 receptor HTS with 218,158 compounds and 233 confirmed actives. The task is: Binary Classification. Given a drug SMILES string, predict its activity (active/inactive) in a high-throughput screening assay against a specified biological target. (1) The drug is S(=O)(=O)(N1CCCC1)c1cc([N+]([O-])=O)c(NCCc2ccccc2)cc1. The result is 0 (inactive). (2) The drug is S(C=1NC(=O)CC(c2cc(OC)ccc2)C1C#N)CC=C. The result is 0 (inactive). (3) The molecule is S=C1N(C(CCCC)CN1)CCCC. The result is 0 (inactive). (4) The molecule is O=C(N1C(CCC1)C(=O)Nc1cc(ccc1)C)NC1CCCCC1. The result is 0 (inactive). (5) The molecule is s1c(Cc2cc(n[nH]c2=O)c2ccc(cc2)C)ccc1. The result is 0 (inactive). (6) The compound is S(=O)(=O)(Nc1c(cccc1)C(O)=O)c1cc([N+]([O-])=O)c(N\N=C\c2cc(OC)c(OCC=C)cc2)cc1. The result is 0 (inactive). (7) The drug is s1c2nc([nH]c(=O)c2c(c1C)c1ccccc1)CNCCOC. The result is 0 (inactive).